This data is from Catalyst prediction with 721,799 reactions and 888 catalyst types from USPTO. The task is: Predict which catalyst facilitates the given reaction. (1) The catalyst class is: 2. Product: [NH2:30][CH:26]1[CH2:25][CH2:24][N:23]([C:21]([C:20]2[CH:38]=[CH:39][C:17]([C:14]3[CH:15]=[CH:16][C:11]4[N:12]([C:8]([C:5]5[CH:4]=[CH:3][C:2]([Cl:1])=[CH:7][CH:6]=5)=[CH:9][N:10]=4)[CH:13]=3)=[CH:18][CH:19]=2)=[O:22])[CH2:28][CH2:27]1. Reactant: [Cl:1][C:2]1[CH:7]=[CH:6][C:5]([C:8]2[N:12]3[CH:13]=[C:14]([C:17]4[CH:39]=[CH:38][C:20]([C:21]([N:23]5[CH2:28][CH2:27][C:26]([NH:30]C(=O)OC(C)(C)C)(C)[CH2:25][CH2:24]5)=[O:22])=[CH:19][CH:18]=4)[CH:15]=[CH:16][C:11]3=[N:10][CH:9]=2)=[CH:4][CH:3]=1.C(O)(C(F)(F)F)=O. (2) Reactant: [NH2:1][C:2]1[CH:3]=[C:4]([CH:7]=[CH:8][C:9]=1[N:10]1[C:14]2=[N:15][CH:16]=[CH:17][C:18]([I:19])=[C:13]2[C:12]([C:20]([F:23])([F:22])[F:21])=[N:11]1)[C:5]#[N:6].[OH:24]O.[OH-].[Na+].O. Product: [NH2:1][C:2]1[CH:3]=[C:4]([CH:7]=[CH:8][C:9]=1[N:10]1[C:14]2=[N:15][CH:16]=[CH:17][C:18]([I:19])=[C:13]2[C:12]([C:20]([F:23])([F:22])[F:21])=[N:11]1)[C:5]([NH2:6])=[O:24]. The catalyst class is: 16. (3) Reactant: Cl.[C:2]1([N:8]2[C:12]([NH:13][C:14]([NH:16][C@H:17]3[C@H:21]([C:22]4[CH:27]=[CH:26][CH:25]=[CH:24][CH:23]=4)[CH2:20][NH:19][CH2:18]3)=[O:15])=[C:11]3[CH2:28][CH2:29][CH2:30][C:10]3=[N:9]2)[CH:7]=[CH:6][CH:5]=[CH:4][CH:3]=1.Cl.Cl[CH2:33][C:34]1[NH:35][CH:36]=[CH:37][N:38]=1.CCN(C(C)C)C(C)C. Product: [NH:35]1[CH:36]=[CH:37][N:38]=[C:34]1[CH2:33][N:19]1[CH2:20][C@@H:21]([C:22]2[CH:23]=[CH:24][CH:25]=[CH:26][CH:27]=2)[C@H:17]([NH:16][C:14]([NH:13][C:12]2[N:8]([C:2]3[CH:7]=[CH:6][CH:5]=[CH:4][CH:3]=3)[N:9]=[C:10]3[CH2:30][CH2:29][CH2:28][C:11]=23)=[O:15])[CH2:18]1. The catalyst class is: 3.